This data is from Experimentally validated miRNA-target interactions with 360,000+ pairs, plus equal number of negative samples. The task is: Binary Classification. Given a miRNA mature sequence and a target amino acid sequence, predict their likelihood of interaction. (1) The miRNA is hsa-miR-5000-5p with sequence CAGUUCAGAAGUGUUCCUGAGU. The protein sequence of the target gene is MGTSFFLGNYWLFFSVYLLVFLVGLPLNVMALVVFVGKLRRRPVAVDLLLLNLTISDLLLLLFLPFRMVEAACGMRWLLPFIFCPLSGFLFFTTIYLTSLFLTAVSIERFLSVAYPLWYKTRPRLAQAGLVSVVCWFLASAHCSVVYITEYWGNATYSQGTNGTCYLEFREDQLAILLPVRLEMAVVLFMVPLCITSYCYSRLVWILSRGASRRRRKRIMGLLAATLLIFFVCFGPYNMSHVVGYVSRESPSWRSYVLLLSTLNSCIDPLVFYFSSSKFQADFHQLLGRLLRTCVPWTQQ.... Result: 0 (no interaction). (2) The miRNA is mmu-miR-6974-3p with sequence UCUCCACUCUCUUCUGUCCCAG. The protein sequence of the target gene is MEVEEAFQAVGEMGIYQMYLCFLLAVLLQLYVATEAILIALVGATPSYHWDLAELLPNQSHGNQSAGEDQAFGDWLLTANGSEIHKHVHFSSSFTSIASEWFLIANRSYKVSAASSFFFSGVFVGVISFGQLSDRFGRKKVYLTGFALDILFAIANGFSPSYEFFAVTRFLVGMMNGGMSLVAFVLLNECVGTAYWALAGSIGGLFFAVGIAQYALLGYFIRSWRTLAILVNLQGTVVFLLSLFIPESPRWLYSQGRLSEAEEALYLIAKRNRKLKCTFSLTHPANRSCRETGSFLDLFR.... Result: 0 (no interaction). (3) The miRNA is mmu-miR-328-3p with sequence CUGGCCCUCUCUGCCCUUCCGU. The protein sequence of the target gene is MLVCYSVLACEILWDLPCSIMGSPLGHFTWDKYLKETCSVPAPVHCFKQSYTPPSNEFKISMKLEAQDPRNTTSTCIATVVGLTGARLRLRLDGSDNKNDFWRLVDSAEIQPIGNCEKNGGMLQPPLGFRLNASSWPMFLLKTLNGAEMAPIRIFHKEPPSPSHNFFKMGMKLEAVDRKNPHFICPATIGEVRGSEVLVTFDGWRGAFDYWCRFDSRDIFPVGWCSLTGDNLQPPGTKVVIPKNPYPASDVNTEKPSIHSSTKTVLEHQPGQRGRKPGKKRGRTPKTLISHPISAPSKTA.... Result: 0 (no interaction). (4) The miRNA is rno-miR-29a-3p with sequence UAGCACCAUCUGAAAUCGGUUA. The protein sequence of the target gene is MLLLLLGILFLHIAVLVLLFVSTIVSQWLVGNGHRTDLWQNCTTSALGAVQHCYSSSVSEWLQSVQATMILSVIFSVLSLFLFFCQLFTLTKGGRFYITGVFQILAGLCVMSAAAIYTVRHSEWHVNNDYSYGFAYILAWVAFPLALLSGIIYVILRKRE. Result: 1 (interaction). (5) The miRNA is hsa-miR-548h-3p with sequence CAAAAACCGCAAUUACUUUUGCA. The protein sequence of the target gene is MYLRRAVSKTLALPLRAPPNPAPLGKDASLRRMSSNRFPGSSGSNMIYYLVVGVTVSAGGYYAYKTVTSDQAKHTEHKTNLKEKTKAEIHPFQGEKENVAETEKASSEAPEELIVEAEVVDAEESPSATVVVIKEASACPGHVEAAPETTAVSAETGPEVTDAAARETTEVNPETTPEVTNAALDEAVTIDNDKDTTKNETSDEYAELEEENSPAESESSAGDDLQEEASVGSEAASAQG. Result: 1 (interaction). (6) The miRNA is mmu-miR-185-5p with sequence UGGAGAGAAAGGCAGUUCCUGA. The protein sequence of the target gene is MADAGEGEDEIQFLRTDDEVVLQCTATIHKEQQKLCLAAEGFGNRLCFLESTSNSKNVPPDLSICTFVLEQSLSVRALQEMLANTVEKSEGQVDVEKWKFMMKTAQGGGHRTLLYGHAILLRHSYSGMYLCCLSTSRSSTDKLAFDVGLQEDTTGEACWWTIHPASKQRSEGEKVRVGDDLILVSVSSERYLHLSYGNSSWHVDAAFQQTLWSVAPISSGSEAAQGYLIGGDVLRLLHGHMDECLTVPSGEHGEEQRRTVHYEGGAVSVHARSLWRLETLRVAWSGSHIRWGQPFRLRHV.... Result: 1 (interaction).